The task is: Predict which catalyst facilitates the given reaction.. This data is from Catalyst prediction with 721,799 reactions and 888 catalyst types from USPTO. Reactant: [CH3:1][O:2][C:3](=[O:27])[C:4]([N:6]([C:13]1[C:18]([C:19](=[O:25])[CH2:20][CH2:21][CH:22]2[CH2:24][CH2:23]2)=[CH:17][CH:16]=[C:15]([CH3:26])[N:14]=1)[C:7]1[CH:12]=[CH:11][CH:10]=[CH:9][CH:8]=1)=O.CO.C([O-])([O-])=O.[K+].[K+]. Product: [CH3:1][O:2][C:3]([C:4]1[N:6]([C:7]2[CH:8]=[CH:9][CH:10]=[CH:11][CH:12]=2)[C:13]2[C:18]([C:19](=[O:25])[C:20]=1[CH2:21][CH:22]1[CH2:23][CH2:24]1)=[CH:17][CH:16]=[C:15]([CH3:26])[N:14]=2)=[O:27]. The catalyst class is: 260.